Dataset: NCI-60 drug combinations with 297,098 pairs across 59 cell lines. Task: Regression. Given two drug SMILES strings and cell line genomic features, predict the synergy score measuring deviation from expected non-interaction effect. (1) Drug 1: CC1=C(C(=CC=C1)Cl)NC(=O)C2=CN=C(S2)NC3=CC(=NC(=N3)C)N4CCN(CC4)CCO. Drug 2: CC1C(C(CC(O1)OC2CC(OC(C2O)C)OC3=CC4=CC5=C(C(=O)C(C(C5)C(C(=O)C(C(C)O)O)OC)OC6CC(C(C(O6)C)O)OC7CC(C(C(O7)C)O)OC8CC(C(C(O8)C)O)(C)O)C(=C4C(=C3C)O)O)O)O. Cell line: COLO 205. Synergy scores: CSS=30.1, Synergy_ZIP=4.45, Synergy_Bliss=1.67, Synergy_Loewe=-4.77, Synergy_HSA=-4.85. (2) Drug 1: CNC(=O)C1=NC=CC(=C1)OC2=CC=C(C=C2)NC(=O)NC3=CC(=C(C=C3)Cl)C(F)(F)F. Drug 2: B(C(CC(C)C)NC(=O)C(CC1=CC=CC=C1)NC(=O)C2=NC=CN=C2)(O)O. Cell line: CAKI-1. Synergy scores: CSS=3.15, Synergy_ZIP=3.65, Synergy_Bliss=-0.0143, Synergy_Loewe=-32.2, Synergy_HSA=-7.33. (3) Drug 1: CC1=C2C(C(=O)C3(C(CC4C(C3C(C(C2(C)C)(CC1OC(=O)C(C(C5=CC=CC=C5)NC(=O)OC(C)(C)C)O)O)OC(=O)C6=CC=CC=C6)(CO4)OC(=O)C)OC)C)OC. Drug 2: CN(CC1=CN=C2C(=N1)C(=NC(=N2)N)N)C3=CC=C(C=C3)C(=O)NC(CCC(=O)O)C(=O)O. Cell line: HT29. Synergy scores: CSS=39.1, Synergy_ZIP=-11.1, Synergy_Bliss=-19.9, Synergy_Loewe=-26.3, Synergy_HSA=-15.3.